Dataset: Retrosynthesis with 50K atom-mapped reactions and 10 reaction types from USPTO. Task: Predict the reactants needed to synthesize the given product. (1) Given the product O=C(O)Cc1nn(Cc2ccc(NC(=O)c3ccc4ccccc4c3)nc2)c2ccccc12, predict the reactants needed to synthesize it. The reactants are: CCOC(=O)Cc1nn(Cc2ccc(NC(=O)c3ccc4ccccc4c3)nc2)c2ccccc12. (2) Given the product Oc1ccc(C2CCN(c3ccc4nnc(C(F)(F)F)n4n3)CC2)cc1, predict the reactants needed to synthesize it. The reactants are: FC(F)(F)c1nnc2ccc(Cl)nn12.Oc1ccc(C2CCNCC2)cc1. (3) Given the product CCCCOC(=O)N1CCC(Oc2cc(N3CCc4cc(S(C)(=O)=O)ccc43)ncn2)CC1, predict the reactants needed to synthesize it. The reactants are: CCCCOC(=O)Cl.CS(=O)(=O)c1ccc2c(c1)CCN2c1cc(OC2CCNCC2)ncn1.